This data is from NCI-60 drug combinations with 297,098 pairs across 59 cell lines. The task is: Regression. Given two drug SMILES strings and cell line genomic features, predict the synergy score measuring deviation from expected non-interaction effect. (1) Drug 1: CC1=C(C(=CC=C1)Cl)NC(=O)C2=CN=C(S2)NC3=CC(=NC(=N3)C)N4CCN(CC4)CCO. Drug 2: C1C(C(OC1N2C=NC3=C2NC=NCC3O)CO)O. Cell line: PC-3. Synergy scores: CSS=16.0, Synergy_ZIP=-4.57, Synergy_Bliss=0.355, Synergy_Loewe=-14.6, Synergy_HSA=0.123. (2) Drug 1: CN(CC1=CN=C2C(=N1)C(=NC(=N2)N)N)C3=CC=C(C=C3)C(=O)NC(CCC(=O)O)C(=O)O. Drug 2: C(CN)CNCCSP(=O)(O)O. Cell line: BT-549. Synergy scores: CSS=33.4, Synergy_ZIP=-7.57, Synergy_Bliss=-3.74, Synergy_Loewe=-21.9, Synergy_HSA=-1.74. (3) Drug 1: CCN(CC)CCNC(=O)C1=C(NC(=C1C)C=C2C3=C(C=CC(=C3)F)NC2=O)C. Drug 2: COCCOC1=C(C=C2C(=C1)C(=NC=N2)NC3=CC=CC(=C3)C#C)OCCOC.Cl. Cell line: K-562. Synergy scores: CSS=-5.28, Synergy_ZIP=2.83, Synergy_Bliss=0.515, Synergy_Loewe=-3.86, Synergy_HSA=-5.08.